Dataset: Full USPTO retrosynthesis dataset with 1.9M reactions from patents (1976-2016). Task: Predict the reactants needed to synthesize the given product. (1) The reactants are: [F:1][C:2]1[CH:3]=[C:4]2[C:8](=[CH:9][CH:10]=1)[N:7]([CH2:11][C:12]([OH:14])=[O:13])[C:6]([CH3:15])=[CH:5]2.[C:16]1([C:23]2[CH:28]=[CH:27][CH:26]=[CH:25][CH:24]=2)[CH:21]=[CH:20][C:19]([SH:22])=[CH:18][CH:17]=1.II.Cl. Given the product [C:16]1([C:23]2[CH:28]=[CH:27][CH:26]=[CH:25][CH:24]=2)[CH:17]=[CH:18][C:19]([S:22][C:5]2[C:4]3[C:8](=[CH:9][CH:10]=[C:2]([F:1])[CH:3]=3)[N:7]([CH2:11][C:12]([OH:14])=[O:13])[C:6]=2[CH3:15])=[CH:20][CH:21]=1, predict the reactants needed to synthesize it. (2) Given the product [C:15]([C:13]1[CH:12]=[C:11]([CH2:19][N:20]([CH3:22])[CH3:21])[N:10]=[C:9]([NH2:8])[CH:14]=1)([CH3:18])([CH3:16])[CH3:17], predict the reactants needed to synthesize it. The reactants are: C([NH:8][C:9]1[CH:14]=[C:13]([C:15]([CH3:18])([CH3:17])[CH3:16])[CH:12]=[C:11]([CH2:19][N:20]([CH3:22])[CH3:21])[N:10]=1)C1C=CC=CC=1.C(=O)(O)[O-].[Na+].